This data is from Peptide-MHC class II binding affinity with 134,281 pairs from IEDB. The task is: Regression. Given a peptide amino acid sequence and an MHC pseudo amino acid sequence, predict their binding affinity value. This is MHC class II binding data. The peptide sequence is VLAPYMPDVLEKLEL. The MHC is HLA-DQA10501-DQB10302 with pseudo-sequence HLA-DQA10501-DQB10302. The binding affinity (normalized) is 0.413.